From a dataset of NCI-60 drug combinations with 297,098 pairs across 59 cell lines. Regression. Given two drug SMILES strings and cell line genomic features, predict the synergy score measuring deviation from expected non-interaction effect. (1) Drug 1: C1CC(=O)NC(=O)C1N2CC3=C(C2=O)C=CC=C3N. Drug 2: C(=O)(N)NO. Cell line: MDA-MB-435. Synergy scores: CSS=-1.00, Synergy_ZIP=1.92, Synergy_Bliss=2.09, Synergy_Loewe=-1.77, Synergy_HSA=-3.56. (2) Drug 1: C1=CC(=CC=C1CCC2=CNC3=C2C(=O)NC(=N3)N)C(=O)NC(CCC(=O)O)C(=O)O. Drug 2: CCN(CC)CCCC(C)NC1=C2C=C(C=CC2=NC3=C1C=CC(=C3)Cl)OC. Cell line: HOP-62. Synergy scores: CSS=40.3, Synergy_ZIP=-10.4, Synergy_Bliss=-4.65, Synergy_Loewe=-18.5, Synergy_HSA=-0.729. (3) Drug 1: CC1=C2C(C(=O)C3(C(CC4C(C3C(C(C2(C)C)(CC1OC(=O)C(C(C5=CC=CC=C5)NC(=O)OC(C)(C)C)O)O)OC(=O)C6=CC=CC=C6)(CO4)OC(=O)C)OC)C)OC. Drug 2: C1=CC(=CC=C1CCCC(=O)O)N(CCCl)CCCl. Cell line: NCI-H522. Synergy scores: CSS=48.0, Synergy_ZIP=0.593, Synergy_Bliss=-1.82, Synergy_Loewe=-2.14, Synergy_HSA=5.20. (4) Drug 1: CC12CCC(CC1=CCC3C2CCC4(C3CC=C4C5=CN=CC=C5)C)O. Drug 2: CC(C1=C(C=CC(=C1Cl)F)Cl)OC2=C(N=CC(=C2)C3=CN(N=C3)C4CCNCC4)N. Cell line: UACC62. Synergy scores: CSS=9.55, Synergy_ZIP=-0.298, Synergy_Bliss=4.28, Synergy_Loewe=3.31, Synergy_HSA=4.22. (5) Drug 1: CCCS(=O)(=O)NC1=C(C(=C(C=C1)F)C(=O)C2=CNC3=C2C=C(C=N3)C4=CC=C(C=C4)Cl)F. Drug 2: CCC(=C(C1=CC=CC=C1)C2=CC=C(C=C2)OCCN(C)C)C3=CC=CC=C3.C(C(=O)O)C(CC(=O)O)(C(=O)O)O. Cell line: OVCAR-8. Synergy scores: CSS=-1.58, Synergy_ZIP=2.20, Synergy_Bliss=1.36, Synergy_Loewe=-0.440, Synergy_HSA=-0.941.